The task is: Regression. Given two drug SMILES strings and cell line genomic features, predict the synergy score measuring deviation from expected non-interaction effect.. This data is from NCI-60 drug combinations with 297,098 pairs across 59 cell lines. Synergy scores: CSS=5.15, Synergy_ZIP=-1.30, Synergy_Bliss=2.29, Synergy_Loewe=2.94, Synergy_HSA=2.84. Drug 1: CNC(=O)C1=CC=CC=C1SC2=CC3=C(C=C2)C(=NN3)C=CC4=CC=CC=N4. Cell line: RXF 393. Drug 2: C1=CC(=CC=C1C#N)C(C2=CC=C(C=C2)C#N)N3C=NC=N3.